Predict the product of the given reaction. From a dataset of Forward reaction prediction with 1.9M reactions from USPTO patents (1976-2016). (1) Given the reactants C[O:2][C:3]1[CH:8]=[CH:7][CH:6]=[C:5]([O:9]C)[C:4]=1[N:11]1[C:23]2[CH:22]=[CH:21][CH:20]=[CH:19][C:18]=2[C:17]2[C:12]1=[CH:13][CH:14]=[CH:15][CH:16]=2.Cl.[NH+]1C=CC=CC=1, predict the reaction product. The product is: [CH:22]1[C:23]2[N:11]([C:4]3[C:5]([OH:9])=[CH:6][CH:7]=[CH:8][C:3]=3[OH:2])[C:12]3[C:17](=[CH:16][CH:15]=[CH:14][CH:13]=3)[C:18]=2[CH:19]=[CH:20][CH:21]=1. (2) The product is: [CH2:30]([N:13]1[C:14]([CH3:18])=[C:15]([C:16]#[N:17])[CH:10]([C:5]2[CH:6]=[CH:7][C:8]([F:9])=[C:3]([C:1]#[N:2])[CH:4]=2)[C:11]([C:20]#[N:21])=[C:12]1[CH3:19])[CH3:31]. Given the reactants [C:1]([C:3]1[CH:4]=[C:5]([CH:10]2[C:15]([C:16]#[N:17])=[C:14]([CH3:18])[NH:13][C:12]([CH3:19])=[C:11]2[C:20]#[N:21])[CH:6]=[CH:7][C:8]=1[F:9])#[N:2].[H-].[Na+].C([O-])([O-])=O.[Cs+].[Cs+].[CH2:30](Cl)[CH3:31], predict the reaction product. (3) Given the reactants [Cl:1][C:2]1[C:3]([CH3:27])=[C:4]([NH:10][C@H:11]([C@@H:24]([OH:26])[CH3:25])[C:12]([NH:14][CH2:15][C:16](=[O:23])[C:17]2[CH:22]=[CH:21][CH:20]=[CH:19][CH:18]=2)=[O:13])[CH:5]=[CH:6][C:7]=1[C:8]#[N:9].CN(C=O)C.N1C=CN=C1.[C:38]([Si:42](Cl)([CH3:44])[CH3:43])([CH3:41])([CH3:40])[CH3:39], predict the reaction product. The product is: [Si:42]([O:26][C@@H:24]([CH3:25])[C@@H:11]([NH:10][C:4]1[CH:5]=[CH:6][C:7]([C:8]#[N:9])=[C:2]([Cl:1])[C:3]=1[CH3:27])[C:12]([NH:14][CH2:15][C:16](=[O:23])[C:17]1[CH:22]=[CH:21][CH:20]=[CH:19][CH:18]=1)=[O:13])([C:38]([CH3:41])([CH3:40])[CH3:39])([CH3:44])[CH3:43]. (4) Given the reactants [C:1]([N:8]1[CH2:13][CH2:12][CH:11]([OH:14])[CH2:10][CH2:9]1)([O:3][C:4]([CH3:7])([CH3:6])[CH3:5])=[O:2].[H-].[Na+].[CH2:17](Br)[C:18]#[CH:19].C1(C)C=CC=CC=1, predict the reaction product. The product is: [CH2:19]([O:14][CH:11]1[CH2:12][CH2:13][N:8]([C:1]([O:3][C:4]([CH3:7])([CH3:6])[CH3:5])=[O:2])[CH2:9][CH2:10]1)[C:18]#[CH:17]. (5) Given the reactants [CH:1]([C:4]1[C:5]([O:13][CH2:14][CH2:15][CH3:16])=[C:6]([CH:10]=[CH:11][CH:12]=1)[CH2:7]CN)([CH3:3])[CH3:2].[CH:17]([N:20](C(C)C)CC)(C)C.Cl.[O:27]=[C:28]1[NH:37][C:36]2[N:35]=[CH:34][C:33](/[CH:38]=[CH:39]/[C:40]([OH:42])=O)=[CH:32][C:31]=2[CH2:30][CH2:29]1.O.ON1C2C=CC=CC=2N=N1.Cl.CN(C)CCCN=C=NCC, predict the reaction product. The product is: [CH:1]([C:4]1[C:5]([O:13][CH2:14][CH2:15][CH3:16])=[C:6]([CH:10]=[CH:11][CH:12]=1)[CH2:7][N:20]([CH3:17])[C:40](=[O:42])/[CH:39]=[CH:38]/[C:33]1[CH:34]=[N:35][C:36]2[NH:37][C:28](=[O:27])[CH2:29][CH2:30][C:31]=2[CH:32]=1)([CH3:2])[CH3:3].